Dataset: NCI-60 drug combinations with 297,098 pairs across 59 cell lines. Task: Regression. Given two drug SMILES strings and cell line genomic features, predict the synergy score measuring deviation from expected non-interaction effect. (1) Drug 1: CCCCC(=O)OCC(=O)C1(CC(C2=C(C1)C(=C3C(=C2O)C(=O)C4=C(C3=O)C=CC=C4OC)O)OC5CC(C(C(O5)C)O)NC(=O)C(F)(F)F)O. Drug 2: CCN(CC)CCCC(C)NC1=C2C=C(C=CC2=NC3=C1C=CC(=C3)Cl)OC. Cell line: OVCAR-4. Synergy scores: CSS=24.7, Synergy_ZIP=-10.3, Synergy_Bliss=-4.75, Synergy_Loewe=-3.35, Synergy_HSA=-4.01. (2) Drug 1: C1CC(=O)NC(=O)C1N2C(=O)C3=CC=CC=C3C2=O. Drug 2: C(CCl)NC(=O)N(CCCl)N=O. Cell line: OVCAR3. Synergy scores: CSS=0.722, Synergy_ZIP=-0.818, Synergy_Bliss=-5.71, Synergy_Loewe=-10.0, Synergy_HSA=-12.5. (3) Drug 1: CCC1(CC2CC(C3=C(CCN(C2)C1)C4=CC=CC=C4N3)(C5=C(C=C6C(=C5)C78CCN9C7C(C=CC9)(C(C(C8N6C)(C(=O)OC)O)OC(=O)C)CC)OC)C(=O)OC)O.OS(=O)(=O)O. Drug 2: CC1=C(C(=O)C2=C(C1=O)N3CC4C(C3(C2COC(=O)N)OC)N4)N. Cell line: RPMI-8226. Synergy scores: CSS=35.4, Synergy_ZIP=0.443, Synergy_Bliss=1.24, Synergy_Loewe=4.20, Synergy_HSA=4.22. (4) Drug 1: CC1=CC2C(CCC3(C2CCC3(C(=O)C)OC(=O)C)C)C4(C1=CC(=O)CC4)C. Drug 2: C1CNP(=O)(OC1)N(CCCl)CCCl. Cell line: HOP-62. Synergy scores: CSS=-8.76, Synergy_ZIP=1.49, Synergy_Bliss=-7.38, Synergy_Loewe=-11.0, Synergy_HSA=-13.0. (5) Drug 1: CC1=C(C(=O)C2=C(C1=O)N3CC4C(C3(C2COC(=O)N)OC)N4)N. Drug 2: CC1C(C(CC(O1)OC2CC(CC3=C2C(=C4C(=C3O)C(=O)C5=C(C4=O)C(=CC=C5)OC)O)(C(=O)CO)O)N)O.Cl. Cell line: SK-MEL-5. Synergy scores: CSS=64.2, Synergy_ZIP=-2.83, Synergy_Bliss=1.58, Synergy_Loewe=2.85, Synergy_HSA=4.46. (6) Drug 1: CC1OCC2C(O1)C(C(C(O2)OC3C4COC(=O)C4C(C5=CC6=C(C=C35)OCO6)C7=CC(=C(C(=C7)OC)O)OC)O)O. Drug 2: C1=NC2=C(N1)C(=S)N=CN2. Cell line: NCI-H522. Synergy scores: CSS=33.0, Synergy_ZIP=-15.9, Synergy_Bliss=-13.3, Synergy_Loewe=-13.8, Synergy_HSA=-9.98.